Dataset: Reaction yield outcomes from USPTO patents with 853,638 reactions. Task: Predict the reaction yield, written as a fraction of the theoretical maximum amount of product (1.0 means a 100% yield; for example, 0.34 means a 34% yield). (1) The reactants are [F:1][C:2]1[CH:3]=[C:4]([CH:31]=[CH:32][C:33]=1[NH:34][C:35]([C:37]1([C:40](=[O:49])[NH:41][C:42]2[CH:47]=[CH:46][C:45]([F:48])=[CH:44][CH:43]=2)[CH2:39][CH2:38]1)=[O:36])[O:5][C:6]1[CH:11]=[CH:10][N:9]=[C:8]([N:12](C(OC2C=CC=CC=2)=O)[C:13](=O)[O:14]C2C=CC=CC=2)[CH:7]=1.Cl.Cl.[N:52]1([CH2:57][CH:58]2[CH2:63][CH2:62][NH:61][CH2:60][CH2:59]2)[CH2:56][CH2:55][CH2:54][CH2:53]1.C(N(CC)CC)C.O. The catalyst is CN(C)C=O. The product is [F:48][C:45]1[CH:46]=[CH:47][C:42]([NH:41][C:40]([C:37]2([C:35]([NH:34][C:33]3[CH:32]=[CH:31][C:4]([O:5][C:6]4[CH:11]=[CH:10][N:9]=[C:8]([NH:12][C:13]([N:61]5[CH2:62][CH2:63][CH:58]([CH2:57][N:52]6[CH2:56][CH2:55][CH2:54][CH2:53]6)[CH2:59][CH2:60]5)=[O:14])[CH:7]=4)=[CH:3][C:2]=3[F:1])=[O:36])[CH2:39][CH2:38]2)=[O:49])=[CH:43][CH:44]=1. The yield is 0.280. (2) The yield is 0.720. The product is [CH2:1]([C:3]1[N:4]=[C:5]([CH:15]2[CH2:16][CH2:17][NH:18][CH2:19][CH2:20]2)[N:6]([CH2:8][CH2:9][N:10]2[CH2:14][CH2:13][CH2:12][CH2:11]2)[CH:7]=1)[CH3:2]. The catalyst is ClCCl.O. The reactants are [CH2:1]([C:3]1[N:4]=[C:5]([CH:15]2[CH2:20][CH2:19][N:18](C(OC(C)(C)C)=O)[CH2:17][CH2:16]2)[N:6]([CH2:8][CH2:9][N:10]2[CH2:14][CH2:13][CH2:12][CH2:11]2)[CH:7]=1)[CH3:2].P(=O)(O)(O)O.Cl.[OH-].[Na+]. (3) The reactants are [ClH:1].CO[C:4](=O)[CH:5]([NH2:11])[CH2:6][CH2:7][CH2:8][C:9]#[CH:10].[N:13]#[C:14][NH2:15]. No catalyst specified. The product is [ClH:1].[CH2:6]([C:5]1[N:11]=[C:14]([NH2:15])[NH:13][CH:4]=1)[CH2:7][CH2:8][C:9]#[CH:10]. The yield is 0.900. (4) The reactants are [CH3:1][O-:2].[Na+].Br[C:5]1[CH:18]=[C:17]2[C:19]([CH3:31])([CH3:30])[C:20]3[CH:28]=[C:27](Br)[CH:26]=[C:22]4[C:23]([CH3:25])([CH3:24])[C:13]5[C:14]6[N:15]([C:21]=34)[C:16]2=[C:7]([C:8]([CH3:33])([CH3:32])[C:9]=6[CH:10]=[CH:11][CH:12]=5)[CH:6]=1.CN(C)[CH:36]=[O:37]. The catalyst is [Cu]I. The product is [CH3:1][O:2][C:5]1[CH:18]=[C:17]2[C:19]([CH3:31])([CH3:30])[C:20]3[CH:28]=[C:27]([O:37][CH3:36])[CH:26]=[C:22]4[C:23]([CH3:25])([CH3:24])[C:13]5[C:14]6[N:15]([C:21]=34)[C:16]2=[C:7]([C:8]([CH3:33])([CH3:32])[C:9]=6[CH:10]=[CH:11][CH:12]=5)[CH:6]=1. The yield is 0.700. (5) The reactants are [CH3:1][C:2]([CH3:7])=[CH:3][C:4](Cl)=[O:5].[NH2:8][C:9]1[CH:14]=[CH:13][CH:12]=[CH:11][CH:10]=1.C(N(C(C)C)CC)(C)C.C(=O)(O)[O-].[Na+]. The catalyst is C(Cl)Cl. The product is [C:9]1([NH:8][C:4](=[O:5])[CH:3]=[C:2]([CH3:7])[CH3:1])[CH:14]=[CH:13][CH:12]=[CH:11][CH:10]=1. The yield is 1.00. (6) The reactants are [CH2:1]([N:5]([CH2:26][C:27]1[CH:32]=[CH:31][C:30]([C:33]([F:36])([F:35])[F:34])=[CH:29][C:28]=1[F:37])[C:6](=[O:25])[CH2:7][O:8][C:9]1[CH:14]=[CH:13][C:12]([CH2:15][C@H:16]([O:22][CH2:23][CH3:24])[C:17]([O:19]CC)=[O:18])=[CH:11][CH:10]=1)[CH2:2][CH2:3][CH3:4].[Li+].[OH-].Cl. The catalyst is C(#N)C. The product is [CH2:1]([N:5]([CH2:26][C:27]1[CH:32]=[CH:31][C:30]([C:33]([F:34])([F:35])[F:36])=[CH:29][C:28]=1[F:37])[C:6](=[O:25])[CH2:7][O:8][C:9]1[CH:14]=[CH:13][C:12]([CH2:15][C@H:16]([O:22][CH2:23][CH3:24])[C:17]([OH:19])=[O:18])=[CH:11][CH:10]=1)[CH2:2][CH2:3][CH3:4]. The yield is 0.970.